From a dataset of Forward reaction prediction with 1.9M reactions from USPTO patents (1976-2016). Predict the product of the given reaction. (1) Given the reactants F[C:2]1[CH:9]=[C:8]([N+:10]([O-:12])=[O:11])[CH:7]=[CH:6][C:3]=1[CH:4]=O.Cl.[C:14]([NH2:17])(=[NH:16])[CH3:15].C([O-])([O-])=O.[K+].[K+], predict the reaction product. The product is: [CH3:15][C:14]1[N:17]=[CH:4][C:3]2[C:2](=[CH:9][C:8]([N+:10]([O-:12])=[O:11])=[CH:7][CH:6]=2)[N:16]=1. (2) Given the reactants C[O:2][C:3](=O)[CH2:4][N:5]([CH2:14][C:15]1[N:16]([CH2:20][C:21]2[CH:26]=[C:25]([Cl:27])[CH:24]=[C:23]([Cl:28])[CH:22]=2)[CH:17]=[CH:18][N:19]=1)[CH2:6][C:7]1[CH:12]=[CH:11][CH:10]=[C:9]([F:13])[CH:8]=1.[NH3:30], predict the reaction product. The product is: [Cl:28][C:23]1[CH:22]=[C:21]([CH:26]=[C:25]([Cl:27])[CH:24]=1)[CH2:20][N:16]1[CH:17]=[CH:18][N:19]=[C:15]1[CH2:14][N:5]([CH2:6][C:7]1[CH:12]=[CH:11][CH:10]=[C:9]([F:13])[CH:8]=1)[CH2:4][C:3]([NH2:30])=[O:2].